From a dataset of Experimentally validated miRNA-target interactions with 360,000+ pairs, plus equal number of negative samples. Binary Classification. Given a miRNA mature sequence and a target amino acid sequence, predict their likelihood of interaction. (1) The miRNA is hsa-let-7d-5p with sequence AGAGGUAGUAGGUUGCAUAGUU. The protein sequence of the target gene is MMAAKVVPMPPKPKQSFILRVPPDSKLGQDLLRDATNGPKTIHQLVLEHFLTFLPKPSLVQPSQKVKETLVIMKDVSSSLQNRVHPRPLVKLLPKGVQKEQETVSLYLKANPEELVVFEDLNVFHCQEECVSLDPTQQLTSEKEDDSSVGEMMLLAVNGSNPEGEDPEREPVENEDYREKSSDDDEMDSSLVSQQPPDNQEKERLNTSIPQKRKMRNLLVTIENDTPLEELSKYVDISIIALTRNRRTRRWYTCPLCGKQFNESSYLISHQRTHTGEKPYDCNHCGKSFNHKTNLNKHER.... Result: 1 (interaction). (2) The miRNA is hsa-miR-941 with sequence CACCCGGCUGUGUGCACAUGUGC. The protein sequence of the target gene is MSHKQIYYSDKYDDEEFEYRHVMLPKDIAKLVPKTHLMSESEWRNLGVQQSQGWVHYMIHEPEPHILLFRRPLPKKPKK. Result: 1 (interaction). (3) The miRNA is hsa-miR-6753-3p with sequence UGGUCUGUCUCUGCCCUGGCAC. The protein sequence of the target gene is MVEGPGCTLNGEKIRARVLPGQAVTGVRGSALRSLQGRALRLAASTVVVSPQAAALNNDSSQNVLSLFNGYVYSGVETLGKELFMYFGPKALRIHFGMKGFIMINPLEYKYKNGASPVLEVQLTKDLICFFDSSVELRNSMESQQRIRMMKELDVCSPEFSFLRAESEVKKQKGRMLGDVLMDQNVLPGVGNIIKNEALFDSGLHPAVKVCQLTDEQIHHLMKMIRDFSILFYRCRKAGLALSKHYKVYKRPNCGQCHCRITVCRFGDNNRMTYFCPHCQKENPQHVDICKLPTRNTIIS.... Result: 0 (no interaction). (4) The miRNA is mmu-miR-493-3p with sequence UGAAGGUCCUACUGUGUGCCAGG. The protein sequence of the target gene is MAGPGSWRDKEVTDLGQLPDPTGIFSLDKAIGLGTYGRIFLGIHEKTGSLVAVKVMSARKTPLPEIGRRVRVNKYQKSVGWRYSDEEEDLRTELNLLRKYSFHKNIVTFYGAFFKLNPPGHQHQLWMVMELCAAGSVTDVVRMTRNQSLKEDWIAYICREILQGLAHLHAHQVIHRDIKGQNVLLTHDAEVKIVDFGVSAQVSRTNGRRNSFIGTPYWMAPEVIHCDEDPRCSYDYRSDVWSVGITAIEMAEGAPPLCKLQPLEALCVILREAAPKVKSSGWSRKFQNFMENCMIKNFLF.... Result: 0 (no interaction). (5) The miRNA is hsa-miR-6766-3p with sequence UGAUUGUCUUCCCCCACCCUCA. The protein sequence of the target gene is MPQSKSRKIAILGYRSVGKSSLTIQFVEGQFVDSYDPTIENTFTKLITVNGQEYHLQLVDTAGQDEYSIFPQTYSIDINGYILVYSVTSIKSFEVIKVIHGKLLDMVGKVQIPIMLVGNKKDLHMERVISYEEGKALAESWNAAFLESSAKENQTAVDVFKRIILEAEKIDGAASQGKSSCSVM. Result: 0 (no interaction). (6) The miRNA is rno-miR-151-5p with sequence UCGAGGAGCUCACAGUCUAGU. The protein sequence of the target gene is MKVSEAALSLLVLILIITSASRSQPKVPEWVNTPSTCCLKYYEKVLPRRLVVGYRKALNCHLPAIIFVTKRNREVCTNPNDDWVQEYIKDPNLPLLPTRNLSTVKIITAKNGQPQLLNSQ. Result: 0 (no interaction). (7) The miRNA is hsa-miR-148b-3p with sequence UCAGUGCAUCACAGAACUUUGU. The protein sequence of the target gene is MDSSQHLVTFEDVAVDFTQEEWTLLDQAQRDLYRDVMLENYKNLIILAGSELFKRSLMSGLEQMEELRTGVTGVLQELDLQLKTKGSPLLQDISAERSPNGVQLERSNTAEKLYDSNHSGKVFNEHPFLMTHMITHIGEKTSEDNQSGKALRKNFPHSFYKKSHAEGKMPKCVKHEKAFNQFPNLTRQNKTHTQEKLCECKDCWRTFLNQSSLKLHIRSHNGDKHYVCKECGKAFSNSSHLIGHGRIHSGEKPYVCKECGKAFTQSTGLKLHIRTHSGEKPYKCKECGKAFTHSSYLTDH.... Result: 0 (no interaction). (8) The miRNA is hsa-miR-3064-3p with sequence UUGCCACACUGCAACACCUUACA. The protein sequence of the target gene is MEHAFTPLEPLLSTGNLKYCLVILNQPLDNYFRHLWNKALLRACADGGANRLYDITEGERESFLPEFINGDFDSIRPEVREYYATKGCELISTPDQDHTDFTKCLKMLQKKIEEKDLKVDVIVTLGGLAGRFDQIMASVNTLFQATHITPFPIIIIQEESLIYLLQPGKHRLHVDTGMEGDWCGLIPVGQPCMQVTTTGLKWNLTNDVLAFGTLVSTSNTYDGSGVVTVETDHPLLWTMAIKS. Result: 1 (interaction). (9) The miRNA is hsa-miR-7702 with sequence CUUAGACUGCCAGACUCCCUGA. The protein sequence of the target gene is MAKRRAAEPLTFRVPWKRLLLSDFPEEPPLWVPPSGTARPLKRQGDAGIMAEPASAPRKRRGGGDDRQELQGCSREPGEPPPGEQEEPRAAGGGDRVESAGSPQVADGVHSQQPEEFWQYNTFQYWRNPLPPLDLAALEDVSANSLTETLEDKNEGVEIDMES. Result: 0 (no interaction).